This data is from Catalyst prediction with 721,799 reactions and 888 catalyst types from USPTO. The task is: Predict which catalyst facilitates the given reaction. (1) Reactant: N#N.[C:3]([SiH2:7][O:8][C:9]([CH3:20])([CH3:19])[C:10]1[CH:15]=[CH:14][N:13]=[C:12]([C:16](=[O:18])[CH3:17])[CH:11]=1)([CH3:6])([CH3:5])[CH3:4].[CH2:21](O)[CH2:22][OH:23].COC(OC)OC. Product: [C:3]([SiH2:7][O:8][C:9]([CH3:20])([CH3:19])[C:10]1[CH:15]=[CH:14][N:13]=[C:12]([C:16]2([CH3:17])[O:23][CH2:22][CH2:21][O:18]2)[CH:11]=1)([CH3:6])([CH3:4])[CH3:5]. The catalyst class is: 250. (2) Reactant: [CH2:1]([O:5][C@@H:6]1[C@@H:14]([O:15][CH2:16][CH:17]([CH3:19])[CH3:18])[C@H:13]([CH3:20])[O:12][C:11](=[O:21])[C@@H:10]([NH:22][C:23](=[O:33])[C:24]2[C:29]([OH:30])=[C:28]([O:31][CH3:32])[CH:27]=[CH:26][N:25]=2)[CH2:9][O:8][CH2:7]1)[CH:2]([CH3:4])[CH3:3].[CH3:34][O:35][CH2:36][CH2:37][C:38](Cl)=[O:39]. Product: [CH3:34][O:35][CH2:36][CH2:37][C:38]([O:30][C:29]1[C:24]([C:23](=[O:33])[NH:22][C@H:10]2[CH2:9][O:8][CH2:7][C@H:6]([O:5][CH2:1][CH:2]([CH3:3])[CH3:4])[C@@H:14]([O:15][CH2:16][CH:17]([CH3:19])[CH3:18])[C@H:13]([CH3:20])[O:12][C:11]2=[O:21])=[N:25][CH:26]=[CH:27][C:28]=1[O:31][CH3:32])=[O:39]. The catalyst class is: 79. (3) Reactant: C(N1CCN(C2N=C(Br)C=C3C=CSC=23)CC1)C.[CH2:19]([N:21]1[CH2:26][CH2:25][N:24]([C:27]2[N:28]=[C:29]([C:36]3[CH:41]=[CH:40][C:39]([C@H:42]4[CH2:47][C@@H:46]([O:48]C(=O)C)[CH2:45][CH2:44][O:43]4)=[CH:38][CH:37]=3)[CH:30]=[C:31]3[CH:35]=[CH:34][S:33][C:32]=23)[CH2:23][CH2:22]1)[CH3:20].[ClH:52]. Product: [ClH:52].[ClH:52].[CH2:19]([N:21]1[CH2:26][CH2:25][N:24]([C:27]2[N:28]=[C:29]([C:36]3[CH:37]=[CH:38][C:39]([C@H:42]4[CH2:47][C@@H:46]([OH:48])[CH2:45][CH2:44][O:43]4)=[CH:40][CH:41]=3)[CH:30]=[C:31]3[CH:35]=[CH:34][S:33][C:32]=23)[CH2:23][CH2:22]1)[CH3:20]. The catalyst class is: 13. (4) Reactant: C(O[C:6]([N:8]([CH3:19])[C:9]1([CH2:12][CH2:13][C:14](OCC)=[O:15])[CH2:11][CH2:10]1)=O)(C)(C)C.[H-].[Al+3].[Li+].[H-].[H-].[H-].O.[OH-].[Na+]. Product: [CH3:6][N:8]([CH3:19])[C:9]1([CH2:12][CH2:13][CH2:14][OH:15])[CH2:11][CH2:10]1. The catalyst class is: 7. (5) The catalyst class is: 8. Reactant: O.[NH2:2][NH2:3].[CH3:4][O:5][CH2:6][CH2:7][O:8][CH2:9][CH2:10][O:11][CH2:12][CH2:13][C:14]([O:16]CC)=O. Product: [CH3:4][O:5][CH2:6][CH2:7][O:8][CH2:9][CH2:10][O:11][CH2:12][CH2:13][C:14]([NH:2][NH2:3])=[O:16]. (6) Reactant: [C:1]([O:5][C:6](=[O:27])[NH:7][CH2:8][CH2:9][C@H:10]([N:12]1[CH2:17][CH2:16][CH:15]([NH:18][C:19]2[CH:24]=[CH:23][C:22]([O:25][CH3:26])=[CH:21][CH:20]=2)[CH2:14][CH2:13]1)[CH3:11])([CH3:4])([CH3:3])[CH3:2].Br[CH2:29][C:30]1[N:35]=[C:34]([C:36]#[N:37])[CH:33]=[CH:32][CH:31]=1.CCN(C(C)C)C(C)C. Product: [C:1]([O:5][C:6](=[O:27])[NH:7][CH2:8][CH2:9][C@H:10]([N:12]1[CH2:17][CH2:16][CH:15]([N:18]([CH2:29][C:30]2[CH:31]=[CH:32][CH:33]=[C:34]([C:36]#[N:37])[N:35]=2)[C:19]2[CH:20]=[CH:21][C:22]([O:25][CH3:26])=[CH:23][CH:24]=2)[CH2:14][CH2:13]1)[CH3:11])([CH3:4])([CH3:2])[CH3:3]. The catalyst class is: 23. (7) Reactant: Br[CH2:2][C:3]1[C:8]([N+:9]([O-:11])=[O:10])=[CH:7][N:6]=[CH:5][N:4]=1.[P:12]([O:19]CC)([O:16][CH2:17][CH3:18])[O:13][CH2:14][CH3:15]. Product: [N+:9]([C:8]1[C:3]([CH2:2][P:12](=[O:19])([O:16][CH2:17][CH3:18])[O:13][CH2:14][CH3:15])=[N:4][CH:5]=[N:6][CH:7]=1)([O-:11])=[O:10]. The catalyst class is: 11.